Dataset: Catalyst prediction with 721,799 reactions and 888 catalyst types from USPTO. Task: Predict which catalyst facilitates the given reaction. (1) Reactant: [Cl:1][C:2]1[CH:7]=[C:6]2[NH:8][C:9](=[O:40])[C@@:10]3([C@H:14]([CH2:15][C:16]([C:19]#[N:20])([CH3:18])[CH3:17])[NH:13][C@@H:12]([C:21]([NH:23][C:24]4[S:28][C:27]([C:29](O)=[O:30])=[CH:26][CH:25]=4)=[O:22])[C@@H:11]3[C:32]3[CH:37]=[CH:36][CH:35]=[C:34]([Cl:38])[C:33]=3[F:39])[C:5]2=[CH:4][CH:3]=1.C1N=C[N:43](C(N2C=NC=C2)=O)C=1.[OH-].[NH4+].CCOC(C)=O. Product: [C:29]([C:27]1[S:28][C:24]([NH:23][C:21]([CH:12]2[CH:11]([C:32]3[CH:37]=[CH:36][CH:35]=[C:34]([Cl:38])[C:33]=3[F:39])[C:10]3([C:5]4[C:6](=[CH:7][C:2]([Cl:1])=[CH:3][CH:4]=4)[NH:8][C:9]3=[O:40])[CH:14]([CH2:15][C:16]([C:19]#[N:20])([CH3:18])[CH3:17])[NH:13]2)=[O:22])=[CH:25][CH:26]=1)(=[O:30])[NH2:43]. The catalyst class is: 20. (2) Reactant: [CH2:1]([O:8][C:9]([NH:11][C@@H:12]([CH2:16][C:17]1[CH:22]=[CH:21][C:20]([CH2:23][NH:24]C(=O)C(Cl)(Cl)Cl)=[CH:19][CH:18]=1)[C:13]([OH:15])=[O:14])=[O:10])[C:2]1[CH:7]=[CH:6][CH:5]=[CH:4][CH:3]=1.[OH-].[Na+].Cl.[CH3:46][C:45]([O:44][C:42](O[C:42]([O:44][C:45]([CH3:48])([CH3:47])[CH3:46])=[O:43])=[O:43])([CH3:48])[CH3:47].C([O-])([O-])=O.[Na+].[Na+]. Product: [CH2:1]([O:8][C:9]([NH:11][C@@H:12]([CH2:16][C:17]1[CH:22]=[CH:21][C:20]([CH2:23][NH:24][C:42]([O:44][C:45]([CH3:46])([CH3:47])[CH3:48])=[O:43])=[CH:19][CH:18]=1)[C:13]([OH:15])=[O:14])=[O:10])[C:2]1[CH:7]=[CH:6][CH:5]=[CH:4][CH:3]=1. The catalyst class is: 315. (3) Reactant: C(OC([NH:8][C@H:9]([CH2:34][C:35]1[CH:40]=[C:39]([F:41])[CH:38]=[CH:37][C:36]=1[F:42])[CH2:10][C:11]([N:13]1[CH2:22][C:21]2[N:20]=[C:19]([C:23]([F:26])([F:25])[F:24])[C:18]([C:27]([NH:29][C:30]([CH3:33])([CH3:32])[CH3:31])=[O:28])=[CH:17][C:16]=2[CH2:15][CH2:14]1)=[O:12])=O)(C)(C)C.CO.[ClH:45]. Product: [ClH:45].[NH2:8][C@H:9]([CH2:34][C:35]1[CH:40]=[C:39]([F:41])[CH:38]=[CH:37][C:36]=1[F:42])[CH2:10][C:11]([N:13]1[CH2:22][C:21]2[N:20]=[C:19]([C:23]([F:26])([F:24])[F:25])[C:18]([C:27]([NH:29][C:30]([CH3:32])([CH3:33])[CH3:31])=[O:28])=[CH:17][C:16]=2[CH2:15][CH2:14]1)=[O:12]. The catalyst class is: 12.